Dataset: Forward reaction prediction with 1.9M reactions from USPTO patents (1976-2016). Task: Predict the product of the given reaction. (1) Given the reactants [NH2:1][C@@H:2]1[CH2:7][CH2:6][C@H:5]([CH2:8][NH:9][C:10](=[O:19])[C:11]2[CH:16]=[CH:15][C:14]([F:17])=[C:13]([F:18])[CH:12]=2)[CH2:4][CH2:3]1.Cl[C:21]1[N:26]=[CH:25][N:24]=[C:23]([N:27]([CH3:29])[CH3:28])[CH:22]=1.C([O-])(O)=O.[Na+], predict the reaction product. The product is: [CH3:28][N:27]([CH3:29])[C:23]1[N:24]=[CH:25][N:26]=[C:21]([NH:1][C@@H:2]2[CH2:7][CH2:6][C@H:5]([CH2:8][NH:9][C:10](=[O:19])[C:11]3[CH:16]=[CH:15][C:14]([F:17])=[C:13]([F:18])[CH:12]=3)[CH2:4][CH2:3]2)[CH:22]=1. (2) Given the reactants [N+:1]([C:4]1[CH:9]=[CH:8][C:7]([NH:10]N)=[CH:6][CH:5]=1)([O-:3])=[O:2].[CH3:12][C:13](=O)[CH2:14][CH2:15][CH2:16][CH3:17].O, predict the reaction product. The product is: [CH3:12][C:13]1[NH:10][C:7]2[C:8]([C:14]=1[CH2:15][CH2:16][CH3:17])=[CH:9][C:4]([N+:1]([O-:3])=[O:2])=[CH:5][CH:6]=2. (3) Given the reactants [Br:1][C:2]1[CH:9]=[C:8]([O:10]C)[CH:7]=[C:6]([O:12]C)[C:3]=1[CH:4]=[O:5].B(Br)(Br)Br, predict the reaction product. The product is: [Br:1][C:2]1[CH:9]=[C:8]([OH:10])[CH:7]=[C:6]([OH:12])[C:3]=1[CH:4]=[O:5]. (4) Given the reactants [F:1][C:2]1[CH:7]=[C:6]([F:8])[CH:5]=[CH:4][C:3]=1[C@@:9]([NH:20][S@@:21]([C:23]([CH3:26])([CH3:25])[CH3:24])=[O:22])([CH2:11][C:12]([C:14]1[N:18]([CH3:19])[N:17]=[CH:16][CH:15]=1)=[O:13])[CH3:10].[H-].C(O[Al](OC(C)(C)C)OC(C)(C)C)(C)(C)C.[Li+].O.O.O.O.O.O.O.O.O.O.S([O-])([O-])(=O)=O.[Na+].[Na+].S([O-])([O-])(=O)=O.[Mg+2], predict the reaction product. The product is: [F:1][C:2]1[CH:7]=[C:6]([F:8])[CH:5]=[CH:4][C:3]=1[C@@:9]([NH:20][S@@:21]([C:23]([CH3:26])([CH3:25])[CH3:24])=[O:22])([CH2:11][C@@H:12]([OH:13])[C:14]1[N:18]([CH3:19])[N:17]=[CH:16][CH:15]=1)[CH3:10].